This data is from Forward reaction prediction with 1.9M reactions from USPTO patents (1976-2016). The task is: Predict the product of the given reaction. (1) Given the reactants [Br:1][C:2]1[C:3]([CH:7]=[O:8])=[CH:4][S:5][CH:6]=1.[C:9]1([CH2:15][CH2:16][CH2:17][Mg]Br)[CH:14]=[CH:13][CH:12]=[CH:11][CH:10]=1, predict the reaction product. The product is: [Br:1][C:2]1[C:3]([CH:7]([OH:8])[CH2:17][CH2:16][CH2:15][C:9]2[CH:14]=[CH:13][CH:12]=[CH:11][CH:10]=2)=[CH:4][S:5][CH:6]=1. (2) Given the reactants [C:1]([C:5]1[CH:10]=[CH:9][C:8]([OH:11])=[CH:7][CH:6]=1)([CH3:4])([CH3:3])[CH3:2].[OH-:12].[Na+].[CH2:14]=O, predict the reaction product. The product is: [OH:12][CH2:14][C:9]1[CH:10]=[C:5]([C:1]([CH3:4])([CH3:2])[CH3:3])[CH:6]=[CH:7][C:8]=1[OH:11]. (3) Given the reactants [S:1]1[C:5]([C:6](O)=[O:7])=[CH:4][C:3]2[CH2:9][CH2:10][CH2:11][CH2:12][C:2]1=2.C(Cl)(=O)C(Cl)=O.C(N(CC)CC)C.[CH3:26][NH:27][O:28][CH3:29], predict the reaction product. The product is: [CH3:29][O:28][N:27]([CH3:26])[C:6]([C:5]1[S:1][C:2]2[CH2:12][CH2:11][CH2:10][CH2:9][C:3]=2[CH:4]=1)=[O:7]. (4) Given the reactants [O:1]1[C@@H:6]([C:7](Cl)=[O:8])[CH2:5][O:4][C:3]2[CH:10]=[CH:11][CH:12]=[CH:13][C:2]1=2.[Cl:14][CH2:15][CH2:16][NH:17][CH2:18][CH2:19][Cl:20].Cl.C(N(CC)CC)C.[OH-].[Na+], predict the reaction product. The product is: [Cl:14][CH2:15][CH2:16][N:17]([CH2:18][CH2:19][Cl:20])[C:7]([C@@H:6]1[O:1][C:2]2[CH:13]=[CH:12][CH:11]=[CH:10][C:3]=2[O:4][CH2:5]1)=[O:8]. (5) Given the reactants [OH:1][C:2]1[CH:7]=[CH:6][C:5]([C:8]2[CH:13]=[CH:12][CH:11]=[C:10]([CH2:14][CH:15]3[C:22]4[CH:21]=[C:20]([C:23]([O:25]C)=[O:24])[NH:19][C:18]=4[CH2:17][CH2:16]3)[CH:9]=2)=[CH:4][CH:3]=1.[OH-].[Li+].CO, predict the reaction product. The product is: [OH:1][C:2]1[CH:7]=[CH:6][C:5]([C:8]2[CH:13]=[CH:12][CH:11]=[C:10]([CH2:14][CH:15]3[C:22]4[CH:21]=[C:20]([C:23]([OH:25])=[O:24])[NH:19][C:18]=4[CH2:17][CH2:16]3)[CH:9]=2)=[CH:4][CH:3]=1.